From a dataset of Full USPTO retrosynthesis dataset with 1.9M reactions from patents (1976-2016). Predict the reactants needed to synthesize the given product. (1) Given the product [O:26]1[CH2:24][CH:23]1[C:5]1[CH:4]=[CH:3][C:2]([O:1][C:8]2[CH:9]=[CH:10][CH:13]=[CH:14][N:15]=2)=[CH:7][CH:6]=1, predict the reactants needed to synthesize it. The reactants are: [O:1]([C:8]1[CH:9]=[C:10]([CH:13]=[CH:14][N:15]=1)C=O)[C:2]1[CH:7]=[CH:6][CH:5]=[CH:4][CH:3]=1.C(O)(=O)CC([CH2:23][C:24]([OH:26])=O)(C(O)=O)O. (2) Given the product [C:53]([NH:52][C:49]1[CH:48]=[CH:47][C:46]([S:43]([NH:42][C:10]([C:8]2[S:9][C:5]([C:3](=[O:4])[C:2]([F:1])([F:14])[F:13])=[CH:6][CH:7]=2)=[O:12])(=[O:44])=[O:45])=[CH:51][CH:50]=1)(=[O:55])[CH3:54], predict the reactants needed to synthesize it. The reactants are: [F:1][C:2]([F:14])([F:13])[C:3]([C:5]1[S:9][C:8]([C:10]([OH:12])=O)=[CH:7][CH:6]=1)=[O:4].F[P-](F)(F)(F)(F)F.N1(O[P+](N(C)C)(N(C)C)N(C)C)C2C=CC=CC=2N=N1.[NH2:42][S:43]([C:46]1[CH:51]=[CH:50][C:49]([NH:52][C:53](=[O:55])[CH3:54])=[CH:48][CH:47]=1)(=[O:45])=[O:44].CCN(P1(N(C)CCCN1C)=NC(C)(C)C)CC. (3) Given the product [CH2:1]([N:3]1[CH:7]=[C:6]([I:14])[C:5]([C:8]2[S:9][CH:10]=[C:11]([CH3:13])[CH:12]=2)=[N:4]1)[CH3:2], predict the reactants needed to synthesize it. The reactants are: [CH2:1]([N:3]1[CH:7]=[CH:6][C:5]([C:8]2[S:9][CH:10]=[C:11]([CH3:13])[CH:12]=2)=[N:4]1)[CH3:2].[I:14]N1C(=O)CCC1=O.S([O-])([O-])(=O)=S.[Na+].[Na+].C(=O)([O-])[O-].[Na+].[Na+]. (4) The reactants are: [Br:1][C:2]1[CH:9]=[CH:8][C:5]([CH2:6]Br)=[C:4]([F:10])[CH:3]=1.[C-:11]#[N:12].[Na+]. Given the product [Br:1][C:2]1[CH:9]=[CH:8][C:5]([CH2:6][C:11]#[N:12])=[C:4]([F:10])[CH:3]=1, predict the reactants needed to synthesize it.